Dataset: Reaction yield outcomes from USPTO patents with 853,638 reactions. Task: Predict the reaction yield, written as a fraction of the theoretical maximum amount of product (1.0 means a 100% yield; for example, 0.34 means a 34% yield). The reactants are [N:1]1([CH2:7][CH2:8][CH2:9][O:10][C:11]2[CH:18]=[CH:17][C:14]([CH:15]=O)=[CH:13][CH:12]=2)[CH2:6][CH2:5][CH2:4][CH2:3][CH2:2]1.[NH:19]1[CH2:24][CH2:23][CH:22]([NH:25][C:26]2[CH:31]=[CH:30][CH:29]=[CH:28][N:27]=2)[CH2:21][CH2:20]1.C(O[BH-](OC(=O)C)OC(=O)C)(=O)C.[Na+].[OH-].[Na+].[CH2:48]([Cl:50])[Cl:49]. The catalyst is C(O)(=O)C. The product is [NH3:1].[CH2:48]([Cl:50])[Cl:49].[N:1]1([CH2:7][CH2:8][CH2:9][O:10][C:11]2[CH:18]=[CH:17][C:14]([CH2:15][N:19]3[CH2:24][CH2:23][CH:22]([NH:25][C:26]4[CH:31]=[CH:30][CH:29]=[CH:28][N:27]=4)[CH2:21][CH2:20]3)=[CH:13][CH:12]=2)[CH2:6][CH2:5][CH2:4][CH2:3][CH2:2]1. The yield is 0.0300.